Dataset: Forward reaction prediction with 1.9M reactions from USPTO patents (1976-2016). Task: Predict the product of the given reaction. (1) Given the reactants [CH2:1]([N:8]([CH2:23][C:24]1[CH:29]=[CH:28][CH:27]=[CH:26][CH:25]=1)[C@@H:9]([CH2:20][CH2:21][CH3:22])[C:10]([O:12]CC1C=CC=CC=1)=[O:11])[C:2]1[CH:7]=[CH:6][CH:5]=[CH:4][CH:3]=1.[OH-].[Na+].Cl, predict the reaction product. The product is: [CH2:23]([N:8]([CH2:1][C:2]1[CH:3]=[CH:4][CH:5]=[CH:6][CH:7]=1)[C@@H:9]([CH2:20][CH2:21][CH3:22])[C:10]([OH:12])=[O:11])[C:24]1[CH:25]=[CH:26][CH:27]=[CH:28][CH:29]=1. (2) Given the reactants [Cl:1][C:2]1[CH:17]=[CH:16][C:5]2=[C:6]([CH2:14][OH:15])[CH:7]=[C:8]3[C:13]([CH:12]=[N:11][CH:10]=[CH:9]3)=[C:4]2[CH:3]=1.CC(OI1(OC(C)=O)(OC(C)=O)OC(=O)C2C=CC=CC1=2)=O, predict the reaction product. The product is: [Cl:1][C:2]1[CH:17]=[CH:16][C:5]2=[C:6]([CH:14]=[O:15])[CH:7]=[C:8]3[C:13]([CH:12]=[N:11][CH:10]=[CH:9]3)=[C:4]2[CH:3]=1. (3) Given the reactants [Cl:1][C:2]1[CH:7]=[C:6](Br)[CH:5]=[CH:4][N:3]=1.[CH3:9][Sn:10]([CH3:16])([CH3:15])[Sn:10]([CH3:16])([CH3:15])[CH3:9], predict the reaction product. The product is: [Cl:1][C:2]1[CH:7]=[C:6]([Sn:10]([CH3:16])([CH3:15])[CH3:9])[CH:5]=[CH:4][N:3]=1. (4) The product is: [C:1]([O:5][C@@H:6]([C:12]1[C:35]([CH3:36])=[CH:34][C:15]2[N:16]=[C:17]([C:19]3[CH:24]=[CH:23][N:22]=[C:21]([N:25]4[CH2:30][CH2:29][N:28]([CH:31]([CH3:32])[CH3:33])[CH2:27][CH2:26]4)[CH:20]=3)[S:18][C:14]=2[C:13]=1[C:37]1[CH:42]=[CH:41][C:40]([Cl:43])=[CH:39][CH:38]=1)[C:7]([OH:9])=[O:8])([CH3:3])([CH3:4])[CH3:2]. Given the reactants [C:1]([O:5][C@@H:6]([C:12]1[C:35]([CH3:36])=[CH:34][C:15]2[N:16]=[C:17]([C:19]3[CH:24]=[CH:23][N:22]=[C:21]([N:25]4[CH2:30][CH2:29][N:28]([CH:31]([CH3:33])[CH3:32])[CH2:27][CH2:26]4)[CH:20]=3)[S:18][C:14]=2[C:13]=1[C:37]1[CH:42]=[CH:41][C:40]([Cl:43])=[CH:39][CH:38]=1)[C:7]([O:9]CC)=[O:8])([CH3:4])([CH3:3])[CH3:2].[OH-].[Na+].C1COCC1.CN(C=O)C, predict the reaction product. (5) Given the reactants [CH2:1]([N:3]([CH2:6][C:7]1[S:11][C:10]([C:12]2[O:16][N:15]=[C:14]([C:17]3[CH:22]=[C:21]([CH3:23])[C:20]([OH:24])=[C:19]([CH2:25][CH3:26])[CH:18]=3)[N:13]=2)=[CH:9][C:8]=1[CH3:27])[CH2:4][CH3:5])[CH3:2].C([NH:35][CH2:36][CH2:37][CH2:38]Br)(OC(C)(C)C)=O, predict the reaction product. The product is: [CH2:1]([N:3]([CH2:6][C:7]1[S:11][C:10]([C:12]2[O:16][N:15]=[C:14]([C:17]3[CH:22]=[C:21]([CH3:23])[C:20]([O:24][CH2:38][CH2:37][CH2:36][NH2:35])=[C:19]([CH2:25][CH3:26])[CH:18]=3)[N:13]=2)=[CH:9][C:8]=1[CH3:27])[CH2:4][CH3:5])[CH3:2]. (6) Given the reactants C1COCC1.[O:6]=[C:7]1[C:15]2[C:10](=[CH:11][CH:12]=[CH:13][CH:14]=2)[C:9](=[O:16])[N:8]1[C:17]1([C:20](N(OC)C)=[O:21])[CH2:19][CH2:18]1.CC(C[AlH]CC(C)C)C, predict the reaction product. The product is: [O:6]=[C:7]1[C:15]2[C:10](=[CH:11][CH:12]=[CH:13][CH:14]=2)[C:9](=[O:16])[N:8]1[C:17]1([CH:20]=[O:21])[CH2:18][CH2:19]1.